The task is: Predict the reaction yield, written as a fraction of the theoretical maximum amount of product (1.0 means a 100% yield; for example, 0.34 means a 34% yield).. This data is from Reaction yield outcomes from USPTO patents with 853,638 reactions. The reactants are [Br:1][C:2]1[C:3]([N:23]2[CH2:27][CH2:26][CH2:25][C:24]2=[O:28])=[CH:4][C:5]2[O:9][C:8]([C:10]3[CH:15]=[CH:14][C:13]([F:16])=[CH:12][CH:11]=3)=[C:7]([C:17]([O:19]CC)=[O:18])[C:6]=2[CH:22]=1.[Li+].[OH-]. The catalyst is O1CCOCC1.O. The product is [Br:1][C:2]1[C:3]([N:23]2[CH2:27][CH2:26][CH2:25][C:24]2=[O:28])=[CH:4][C:5]2[O:9][C:8]([C:10]3[CH:15]=[CH:14][C:13]([F:16])=[CH:12][CH:11]=3)=[C:7]([C:17]([OH:19])=[O:18])[C:6]=2[CH:22]=1. The yield is 0.910.